Dataset: Forward reaction prediction with 1.9M reactions from USPTO patents (1976-2016). Task: Predict the product of the given reaction. (1) Given the reactants [O:1]=[C:2]([N:16]1[CH2:20][CH2:19][CH2:18][C@H:17]1[C:21](=[O:34])[NH:22][C:23]1[CH:28]=[CH:27][CH:26]=[C:25]([O:29][C:30]([F:33])([F:32])[F:31])[CH:24]=1)[CH2:3][N:4]1[C:12]2[C:7](=[CH:8][CH:9]=[CH:10][CH:11]=2)[C:6]([C:13](O)=[O:14])=[CH:5]1.C1C[N:38]([P+](ON2N=NC3C=CC=CC2=3)(N2CCCC2)N2CCCC2)CC1.F[P-](F)(F)(F)(F)F.C1C=CC2N(O)N=NC=2C=1.CCN(C(C)C)C(C)C.[NH4+].[Cl-].C([O-])(O)=O.[Na+], predict the reaction product. The product is: [O:1]=[C:2]([N:16]1[CH2:20][CH2:19][CH2:18][C@H:17]1[C:21](=[O:34])[NH:22][C:23]1[CH:28]=[CH:27][CH:26]=[C:25]([O:29][C:30]([F:32])([F:31])[F:33])[CH:24]=1)[CH2:3][N:4]1[C:12]2[C:7](=[CH:8][CH:9]=[CH:10][CH:11]=2)[C:6]([C:13]([NH2:38])=[O:14])=[CH:5]1. (2) Given the reactants [Br:1][C:2]1[CH:3]=[C:4]([CH:14]=[C:15]([Cl:17])[CH:16]=1)[O:5][C:6]1[C:7](O)=[N:8][CH:9]=[CH:10][C:11]=1[CH3:12].P(Cl)(Cl)([Cl:20])=O, predict the reaction product. The product is: [Br:1][C:2]1[CH:3]=[C:4]([CH:14]=[C:15]([Cl:17])[CH:16]=1)[O:5][C:6]1[C:7]([Cl:20])=[N:8][CH:9]=[CH:10][C:11]=1[CH3:12]. (3) The product is: [N:20]1[CH:25]=[CH:24][CH:23]=[C:22]([CH2:26][CH2:27][CH2:28][O:17][C:16]([C@@H:11]2[CH2:12][S:13][CH2:14][CH2:15][N:10]2[S:7]([C:4]2[CH:3]=[CH:2][C:1]([CH3:19])=[CH:6][CH:5]=2)(=[O:9])=[O:8])=[O:18])[CH:21]=1. Given the reactants [C:1]1([CH3:19])[CH:6]=[CH:5][C:4]([S:7]([N:10]2[CH2:15][CH2:14][S:13][CH2:12][C@H:11]2[C:16]([OH:18])=[O:17])(=[O:9])=[O:8])=[CH:3][CH:2]=1.[N:20]1[CH:25]=[CH:24][CH:23]=[C:22]([CH2:26][CH2:27][CH2:28]O)[CH:21]=1.C1CCC(N=C=NC2CCCCC2)CC1, predict the reaction product. (4) Given the reactants [CH:1]12[CH2:7][CH:4]([CH2:5][CH2:6]1)[CH:3]=[C:2]2[C:8]1[CH:9]=[C:10]2[C:16]([C:17]3[CH:18]=[N:19][N:20]([CH3:22])[CH:21]=3)=[CH:15][N:14](S(C3C=CC=CC=3)(=O)=O)[C:11]2=[N:12][CH:13]=1, predict the reaction product. The product is: [CH:1]12[CH2:7][CH:4]([CH2:5][CH2:6]1)[CH:3]=[C:2]2[C:8]1[CH:9]=[C:10]2[C:16]([C:17]3[CH:18]=[N:19][N:20]([CH3:22])[CH:21]=3)=[CH:15][NH:14][C:11]2=[N:12][CH:13]=1. (5) Given the reactants Br[C:2]1[C:7]([N:8]2N=CC=N2)=[CH:6][CH:5]=[C:4]([CH3:13])[N:3]=1.[NH:14]1CCC[CH2:15]1.[CH3:19][CH:20]([C:22]1[CH:27]=[C:22]([CH:20](C)[CH3:19])[C:27](C2C=CC=CC=2P(C2CCCCC2)C2CCCCC2)=[C:22]([CH:20](C)[CH3:19])[CH:27]=1)C.C([O-])([O-])=O.[Cs+].[Cs+], predict the reaction product. The product is: [CH3:13][C:4]1[N:3]=[C:2]([C:15]#[N:14])[C:7]([N:8]2[CH2:27][CH2:22][CH2:20][CH2:19]2)=[CH:6][CH:5]=1. (6) Given the reactants [Cl:1][C:2]1[CH:3]=[C:4]([CH2:9][N:10]2[C:14]([CH3:15])=[C:13]([C:16]([NH:18][C:19]3[CH:24]=[CH:23][C:22]([OH:25])=[C:21]([CH2:26][OH:27])[CH:20]=3)=[O:17])[N:12]=[N:11]2)[CH:5]=[CH:6][C:7]=1[Cl:8].C(=O)([O-])[O-].[K+].[K+].Cl.Cl[CH2:36][CH2:37][N:38]([CH3:40])[CH3:39], predict the reaction product. The product is: [Cl:1][C:2]1[CH:3]=[C:4]([CH2:9][N:10]2[C:14]([CH3:15])=[C:13]([C:16]([NH:18][C:19]3[CH:24]=[CH:23][C:22]([O:25][CH2:36][CH2:37][N:38]([CH3:40])[CH3:39])=[C:21]([CH2:26][OH:27])[CH:20]=3)=[O:17])[N:12]=[N:11]2)[CH:5]=[CH:6][C:7]=1[Cl:8]. (7) Given the reactants [F:1][C:2]([F:11])([F:10])[C:3]1[CH:8]=[CH:7][CH:6]=[CH:5][C:4]=1[OH:9].[CH3:12][CH:13]([CH2:16]O)[CH2:14][OH:15].O[C:19]1[CH:24]=[CH:23][C:22]([CH:25]([C:31]#[C:32][CH3:33])[CH2:26][C:27]([O:29]C)=[O:28])=[CH:21][CH:20]=1, predict the reaction product. The product is: [CH3:16][CH:13]([CH2:12][O:9][C:4]1[CH:5]=[CH:6][CH:7]=[CH:8][C:3]=1[C:2]([F:10])([F:11])[F:1])[CH2:14][O:15][C:19]1[CH:24]=[CH:23][C:22]([CH:25]([C:31]#[C:32][CH3:33])[CH2:26][C:27]([OH:29])=[O:28])=[CH:21][CH:20]=1.